From a dataset of Reaction yield outcomes from USPTO patents with 853,638 reactions. Predict the reaction yield, written as a fraction of the theoretical maximum amount of product (1.0 means a 100% yield; for example, 0.34 means a 34% yield). (1) The reactants are [CH3:1][N:2]1[CH:6]=[C:5](B2OC(C)(C)C(C)(C)O2)[CH:4]=[N:3]1.[Br:16][C:17]1[CH:26]=[C:25]2[C:20]([N:21]=[CH:22][C:23](Cl)=[N:24]2)=[CH:19][CH:18]=1.C(=O)([O-])[O-].[Cs+].[Cs+].O. The catalyst is CN(C=O)C.C1C=CC(P(C2C=CC=CC=2)[C-]2C=CC=C2)=CC=1.C1C=CC(P(C2C=CC=CC=2)[C-]2C=CC=C2)=CC=1.Cl[Pd]Cl.[Fe+2]. The product is [Br:16][C:17]1[CH:26]=[C:25]2[C:20]([N:21]=[CH:22][C:23]([C:5]3[CH:4]=[N:3][N:2]([CH3:1])[CH:6]=3)=[N:24]2)=[CH:19][CH:18]=1. The yield is 0.840. (2) The reactants are Br[C:2]1[CH:7]=[CH:6][C:5]([N:8]([C:13]2[C:32]([CH:33]3[CH2:35][CH2:34]3)=[CH:31][C:16]3[C:17]([C:27]([NH:29][CH3:30])=[O:28])=[C:18]([C:20]4[CH:25]=[CH:24][C:23]([F:26])=[CH:22][CH:21]=4)[O:19][C:15]=3[CH:14]=2)[S:9]([CH3:12])(=[O:11])=[O:10])=[CH:4][C:3]=1[CH:36]([F:38])[F:37].C([O-])(=O)C.[K+].[B:44]1(B2OC(C)(C)C(C)(C)O2)[O:48]C(C)(C)C(C)(C)[O:45]1. The catalyst is O1CCOCC1.CCOC(C)=O.O.C1C=CC(P(C2C=CC=CC=2)[C-]2C=CC=C2)=CC=1.C1C=CC(P(C2C=CC=CC=2)[C-]2C=CC=C2)=CC=1.Cl[Pd]Cl.[Fe+2].C(Cl)Cl. The product is [CH:33]1([C:32]2[C:13]([N:8]([C:5]3[CH:6]=[CH:7][C:2]([B:44]([OH:48])[OH:45])=[C:3]([CH:36]([F:37])[F:38])[CH:4]=3)[S:9]([CH3:12])(=[O:11])=[O:10])=[CH:14][C:15]3[O:19][C:18]([C:20]4[CH:21]=[CH:22][C:23]([F:26])=[CH:24][CH:25]=4)=[C:17]([C:27](=[O:28])[NH:29][CH3:30])[C:16]=3[CH:31]=2)[CH2:34][CH2:35]1. The yield is 0.450. (3) The reactants are [F:1][C:2]1[CH:7]=[C:6]([CH2:8][C:9]2[C:10](=[O:28])[N:11]([CH:21]3[CH2:26][CH2:25][CH:24]([OH:27])[CH2:23][CH2:22]3)[C:12]3[N:13]([N:18]=[CH:19][N:20]=3)[C:14]=2[CH2:15][CH2:16][CH3:17])[CH:5]=[CH:4][C:3]=1[C:29]1[C:30]([C:35]#[N:36])=[CH:31][CH:32]=[CH:33][CH:34]=1.[N+](=CC(OCC)=[O:41])=[N-].[C:45]1([CH3:51])[CH:50]=CC=C[CH:46]=1. The catalyst is C([O-])(=O)C.[Rh+]. The product is [F:1][C:2]1[CH:7]=[C:6]([CH2:8][C:9]2[C:10](=[O:28])[N:11]([C@H:21]3[CH2:22][CH2:23][C@H:24]([O:27][CH2:46][C:45]([OH:41])([CH3:51])[CH3:50])[CH2:25][CH2:26]3)[C:12]3[N:13]([N:18]=[CH:19][N:20]=3)[C:14]=2[CH2:15][CH2:16][CH3:17])[CH:5]=[CH:4][C:3]=1[C:29]1[C:30]([C:35]#[N:36])=[CH:31][CH:32]=[CH:33][CH:34]=1. The yield is 0.230.